From a dataset of Forward reaction prediction with 1.9M reactions from USPTO patents (1976-2016). Predict the product of the given reaction. (1) Given the reactants Cl[C:2]1[CH:7]=[C:6]([C:8]2[CH:9]=[N:10][N:11]3[C:16]([C:17]4[CH:18]=[C:19]([NH:23][C:24](=[O:35])[C:25]5[CH:30]=[CH:29][CH:28]=[C:27]([C:31]([F:34])([F:33])[F:32])[CH:26]=5)[CH:20]=[CH:21][CH:22]=4)=[CH:15][CH:14]=[N:13][C:12]=23)[CH:5]=[CH:4][N:3]=1.[CH3:36][N:37]1[CH2:42][CH2:41][NH:40][CH2:39][CH2:38]1, predict the reaction product. The product is: [CH3:36][N:37]1[CH2:42][CH2:41][N:40]([C:2]2[CH:7]=[C:6]([C:8]3[CH:9]=[N:10][N:11]4[C:16]([C:17]5[CH:18]=[C:19]([NH:23][C:24](=[O:35])[C:25]6[CH:30]=[CH:29][CH:28]=[C:27]([C:31]([F:34])([F:33])[F:32])[CH:26]=6)[CH:20]=[CH:21][CH:22]=5)=[CH:15][CH:14]=[N:13][C:12]=34)[CH:5]=[CH:4][N:3]=2)[CH2:39][CH2:38]1. (2) Given the reactants [C:1]([O:5][C:6]([NH:8][CH:9]([C:19]([O:21][CH3:22])=[O:20])[C:10]1[CH:18]=[CH:17][C:13]([C:14]([OH:16])=O)=[CH:12][CH:11]=1)=[O:7])([CH3:4])([CH3:3])[CH3:2].C(N(C(C)C)CC)(C)C.C1C=CC2N(O)N=NC=2C=1.CN(C(ON1N=NC2C=CC=CC1=2)=[N+](C)C)C.[B-](F)(F)(F)F.[NH2:64][C:65]1[CH:70]=[CH:69][N:68]=[CH:67][CH:66]=1, predict the reaction product. The product is: [CH3:22][O:21][C:19](=[O:20])[CH:9]([NH:8][C:6]([O:5][C:1]([CH3:2])([CH3:3])[CH3:4])=[O:7])[C:10]1[CH:11]=[CH:12][C:13]([C:14](=[O:16])[NH:64][C:65]2[CH:70]=[CH:69][N:68]=[CH:67][CH:66]=2)=[CH:17][CH:18]=1. (3) Given the reactants [OH:1][CH2:2][C:3]([CH2:8][OH:9])([CH2:6][OH:7])[CH2:4][OH:5].C(N(CC)CC)C.[S:17](Cl)([CH3:20])(=[O:19])=[O:18], predict the reaction product. The product is: [S:17]([CH:4]([OH:5])[C:3]([CH:8]([S:17]([CH3:20])(=[O:19])=[O:18])[OH:9])([CH:6]([S:17]([CH3:20])(=[O:19])=[O:18])[OH:7])[CH:2]([S:17]([CH3:20])(=[O:19])=[O:18])[OH:1])([CH3:20])(=[O:19])=[O:18].